From a dataset of Forward reaction prediction with 1.9M reactions from USPTO patents (1976-2016). Predict the product of the given reaction. (1) Given the reactants C(OC(=O)[NH:7][C:8]1[CH:13]=[CH:12][C:11]([F:14])=[C:10]([Cl:15])[C:9]=1[Cl:16])(C)(C)C.FC(F)(F)C(O)=O.C(=O)(O)[O-].[Na+], predict the reaction product. The product is: [Cl:16][C:9]1[C:10]([Cl:15])=[C:11]([F:14])[CH:12]=[CH:13][C:8]=1[NH2:7]. (2) The product is: [CH:1]1([N:6]2[CH:10]=[C:9]([C:11]3[N:20]=[C:19]([NH:21][CH2:22][C@H:23]4[CH2:28][CH2:27][CH2:26][NH:25][CH2:24]4)[C:14]4=[N:15][CH:16]=[CH:17][N:18]=[C:13]4[CH:12]=3)[CH:8]=[N:7]2)[CH2:5][CH2:4][CH2:3][CH2:2]1. Given the reactants [CH:1]1([N:6]2[CH:10]=[C:9]([C:11]3[N:20]=[C:19]([NH:21][CH2:22][C@H:23]4[CH2:28][CH2:27][CH2:26][N:25](C(OC(C)(C)C)=O)[CH2:24]4)[C:14]4=[N:15][CH:16]=[CH:17][N:18]=[C:13]4[CH:12]=3)[CH:8]=[N:7]2)[CH2:5][CH2:4][CH2:3][CH2:2]1.FC(F)(F)C(O)=O, predict the reaction product. (3) Given the reactants O=S(Cl)Cl.[CH3:5][S:6]([C:9]1[CH:14]=[CH:13][C:12]([CH2:15][C:16]([OH:18])=[O:17])=[CH:11][CH:10]=1)(=[O:8])=[O:7].[CH3:19][CH2:20]O, predict the reaction product. The product is: [CH3:5][S:6]([C:9]1[CH:10]=[CH:11][C:12]([CH2:15][C:16]([O:18][CH2:19][CH3:20])=[O:17])=[CH:13][CH:14]=1)(=[O:7])=[O:8]. (4) The product is: [C:1]([C:3]1[CH:31]=[CH:30][CH:29]=[CH:28][C:4]=1[CH2:5][N:6]1[CH:10]=[C:9]([C:11]2[CH:16]=[CH:15][N:14]=[C:13]([O:37][CH:36]([CH3:38])[CH3:35])[N:12]=2)[N:8]([C:20]2[CH:25]=[CH:24][C:23]([F:26])=[CH:22][CH:21]=2)[C:7]1=[O:27])#[N:2]. Given the reactants [C:1]([C:3]1[CH:31]=[CH:30][CH:29]=[CH:28][C:4]=1[CH2:5][N:6]1[CH:10]=[C:9]([C:11]2[CH:16]=[CH:15][N:14]=[C:13](S(C)=O)[N:12]=2)[N:8]([C:20]2[CH:25]=[CH:24][C:23]([F:26])=[CH:22][CH:21]=2)[C:7]1=[O:27])#[N:2].[H-].[Na+].C(O)(=O)[CH2:35][C:36](CC(O)=O)([C:38](O)=O)[OH:37], predict the reaction product. (5) Given the reactants C(O[C:4]([C:6]1[N:7]=[CH:8][N:9]=[N:10][C:11]=1[NH:12][C:13](=[O:24])[CH2:14][C:15]1[C:20]([F:21])=[CH:19][C:18]([F:22])=[CH:17][C:16]=1[F:23])=[O:5])C.C(=O)([O-])[O-].[K+].[K+], predict the reaction product. The product is: [F:21][C:20]1[CH:19]=[C:18]([F:22])[CH:17]=[C:16]([F:23])[C:15]=1[CH:14]1[C:13](=[O:24])[NH:12][C:11]2[N:10]=[N:9][CH:8]=[N:7][C:6]=2[C:4]1=[O:5]. (6) Given the reactants CC1C=CC(S(O[C@H:12]2[CH2:16][CH2:15][N:14]([C:17]([C:19]3[CH:27]=[C:26]4[C:22]([C:23](S(C)=O)=[CH:24][N:25]4[C:28]4[N:33]=[CH:32][C:31]([C:34]5[CH:39]=[CH:38][CH:37]=[CH:36][C:35]=5[F:40])=[CH:30][N:29]=4)=[CH:21][CH:20]=3)=[O:18])[CH2:13]2)(=O)=O)=CC=1.[CH3:44][S:45](C)(=[O:47])=[O:46].ClC1C=C(C=CC=1)C(OO)=O.[N-:60]=[N+]=[N-].[Na+], predict the reaction product. The product is: [NH2:60][C@@H:12]1[CH2:16][CH2:15][N:14]([C:17]([C:19]2[CH:27]=[C:26]3[C:22]([C:23]([S:45]([CH3:44])(=[O:47])=[O:46])=[CH:24][N:25]3[C:28]3[N:29]=[CH:30][C:31]([C:34]4[CH:39]=[CH:38][CH:37]=[CH:36][C:35]=4[F:40])=[CH:32][N:33]=3)=[CH:21][CH:20]=2)=[O:18])[CH2:13]1.